From a dataset of hERG Central: cardiac toxicity at 1µM, 10µM, and general inhibition. Predict hERG channel inhibition at various concentrations. (1) The molecule is CC(Oc1ccc2ccc(=O)oc2c1)C(=O)NC1CCN(Cc2ccccc2)CC1. Results: hERG_inhib (hERG inhibition (general)): blocker. (2) The compound is CCCC[N+]12C3C[C@H](C4[C@H](O)[C@]5(C[C@@H]41)c1ccccc1N(C)[C@@H]35)[C@H](CC)[C@H]2O.[I-]. Results: hERG_inhib (hERG inhibition (general)): blocker. (3) The compound is CC(=O)N1CCCc2cc(S(=O)(=O)N(CC(C)C)CC(C)C)ccc21. Results: hERG_inhib (hERG inhibition (general)): blocker. (4) The compound is NC(=O)c1cc(S(=O)(=O)N2CCN(c3ccc([N+](=O)[O-])cc3)CC2)cs1. Results: hERG_inhib (hERG inhibition (general)): blocker.